The task is: Predict the reactants needed to synthesize the given product.. This data is from Full USPTO retrosynthesis dataset with 1.9M reactions from patents (1976-2016). (1) Given the product [C:1]([C:4]1[CH:5]=[C:6]2[C:10](=[CH:11][CH:12]=1)[N:9]([C:13]1[N:18]=[CH:17][N:16]=[C:15]([O:19][CH:20]3[CH2:25][CH2:24][N:23]([C:26]([O:28][C:29]4([CH3:30])[CH2:31][CH2:32]4)=[O:27])[CH2:22][CH:21]3[F:33])[C:14]=1[CH3:34])[CH2:8][CH2:7]2)(=[O:3])[NH2:2], predict the reactants needed to synthesize it. The reactants are: [C:1]([C:4]1[CH:5]=[C:6]2[C:10](=[CH:11][CH:12]=1)[N:9]([C:13]1[N:18]=[CH:17][N:16]=[C:15]([O:19][CH:20]3[CH2:25][CH2:24][N:23]([C:26]([O:28][C:29]([CH3:32])([CH3:31])[CH3:30])=[O:27])[CH2:22][CH:21]3[F:33])[C:14]=1[CH3:34])[CH2:8][CH2:7]2)(=[O:3])[NH2:2].FC(F)(F)C(O)=O.C(N(CC)CC)C.C(=O)(OC1C=CC([N+]([O-])=O)=CC=1)OC1(C)CC1. (2) Given the product [Br:8][C:5]1[CH:6]=[CH:7][C:2]([S:17][CH2:16][C:13]2[CH:14]=[CH:15][C:10]([F:9])=[CH:11][CH:12]=2)=[N:3][CH:4]=1, predict the reactants needed to synthesize it. The reactants are: Br[C:2]1[CH:7]=[CH:6][C:5]([Br:8])=[CH:4][N:3]=1.[F:9][C:10]1[CH:15]=[CH:14][C:13]([CH2:16][SH:17])=[CH:12][CH:11]=1.[H-].[Na+]. (3) Given the product [F:1][C:2]1[CH:7]=[C:6]([F:8])[CH:5]=[CH:4][C:3]=1[S:9]([CH:10]1[CH2:11][CH2:12][N:13]([C:16]([O:18][C:19]([CH3:22])([CH3:21])[CH3:20])=[O:17])[CH2:14][CH2:15]1)(=[O:23])=[O:29], predict the reactants needed to synthesize it. The reactants are: [F:1][C:2]1[CH:7]=[C:6]([F:8])[CH:5]=[CH:4][C:3]=1[S:9][CH:10]1[CH2:15][CH2:14][N:13]([C:16]([O:18][C:19]([CH3:22])([CH3:21])[CH3:20])=[O:17])[CH2:12][CH2:11]1.[OH:23]OS([O-])=O.[K+].[OH2:29]. (4) Given the product [CH2:1]([N:3]1[C:7]2=[N:8][C:9]([CH2:29][O:30][CH3:31])=[C:10]([CH2:19][O:20][CH2:21][C:22]([OH:24])=[O:23])[C:11]([C:12]3[CH:13]=[N:14][CH:15]=[C:16]([CH3:18])[CH:17]=3)=[C:6]2[CH:5]=[N:4]1)[CH3:2], predict the reactants needed to synthesize it. The reactants are: [CH2:1]([N:3]1[C:7]2=[N:8][C:9]([CH2:29][O:30][CH3:31])=[C:10]([CH2:19][O:20][CH2:21][C:22]([O:24]C(C)(C)C)=[O:23])[C:11]([C:12]3[CH:13]=[N:14][CH:15]=[C:16]([CH3:18])[CH:17]=3)=[C:6]2[CH:5]=[N:4]1)[CH3:2]. (5) Given the product [Br:1][C:2]1[N:7]=[C:6]([CH:8]([OH:11])[CH2:9][OH:10])[CH:5]=[CH:4][CH:3]=1, predict the reactants needed to synthesize it. The reactants are: [Br:1][C:2]1[N:7]=[C:6]([C:8](=[O:11])[CH2:9][OH:10])[CH:5]=[CH:4][CH:3]=1.[BH4-].[Na+].